Dataset: Full USPTO retrosynthesis dataset with 1.9M reactions from patents (1976-2016). Task: Predict the reactants needed to synthesize the given product. (1) Given the product [Cl:1][C:2]1[CH:31]=[CH:30][C:5]([CH2:6][N:7]2[C:15]3[C:10](=[CH:11][C:12](/[CH:16]=[C:17]4/[C:18](=[O:29])[N:19]([CH2:23][C@@H:24]5[CH2:28][CH2:27][CH2:26][N:25]5[CH2:41][CH2:42][S:43]([CH3:46])(=[O:45])=[O:44])[C:20](=[O:22])[S:21]/4)=[CH:13][CH:14]=3)[CH:9]=[N:8]2)=[C:4]([C:32]([F:35])([F:33])[F:34])[CH:3]=1, predict the reactants needed to synthesize it. The reactants are: [Cl:1][C:2]1[CH:31]=[CH:30][C:5]([CH2:6][N:7]2[C:15]3[C:10](=[CH:11][C:12](/[CH:16]=[C:17]4/[C:18](=[O:29])[N:19]([CH2:23][C@@H:24]5[CH2:28][CH2:27][CH2:26][NH:25]5)[C:20](=[O:22])[S:21]/4)=[CH:13][CH:14]=3)[CH:9]=[N:8]2)=[C:4]([C:32]([F:35])([F:34])[F:33])[CH:3]=1.CS(O[CH2:41][CH2:42][S:43]([CH3:46])(=[O:45])=[O:44])(=O)=O. (2) Given the product [F:22][C:23]1[CH:28]=[CH:27][C:26]([C:29]([F:32])([F:31])[F:30])=[CH:25][C:24]=1[NH:33][C:34](=[O:35])[NH:1][C:2]1[CH:7]=[CH:6][C:5]([C:8]2[C:16]3[C:11](=[N:12][C:13]([NH:17][CH2:18][CH2:19][O:20][C:34](=[O:35])[NH:33][C:24]4[CH:25]=[C:26]([C:29]([F:31])([F:32])[F:30])[CH:27]=[CH:28][C:23]=4[F:22])=[N:14][CH:15]=3)[N:10]([CH3:21])[N:9]=2)=[CH:4][CH:3]=1, predict the reactants needed to synthesize it. The reactants are: [NH2:1][C:2]1[CH:7]=[CH:6][C:5]([C:8]2[C:16]3[C:11](=[N:12][C:13]([NH:17][CH2:18][CH2:19][OH:20])=[N:14][CH:15]=3)[N:10]([CH3:21])[N:9]=2)=[CH:4][CH:3]=1.[F:22][C:23]1[CH:28]=[CH:27][C:26]([C:29]([F:32])([F:31])[F:30])=[CH:25][C:24]=1[N:33]=[C:34]=[O:35]. (3) Given the product [C:29]([N:32]1[C:37]2=[CH:38][CH:39]=[C:40]3[C:45]([N:44]=[C:43]([CH:46]([CH3:48])[CH3:47])[N:42]([C:49]4[CH:50]=[CH:51][C:52]([Cl:55])=[CH:53][CH:54]=4)[C:41]3=[O:56])=[C:36]2[CH2:35][CH:34]([CH3:57])[CH2:33]1)(=[O:31])[CH3:30], predict the reactants needed to synthesize it. The reactants are: C(N1C2=CC=C3C(N=C(C(C)C)N(C4C=CC(Cl)=CC=4)C3=O)=C2CCC1)(=O)C.[C:29]([N:32]1[C:37]2=[CH:38][CH:39]=[C:40]3[C:45]([N:44]=[C:43]([CH:46]([CH3:48])[CH3:47])[N:42]([C:49]4[CH:54]=[CH:53][C:52]([Cl:55])=[CH:51][CH:50]=4)[C:41]3=[O:56])=[C:36]2[CH:35]=[C:34]([CH3:57])[CH2:33]1)(=[O:31])[CH3:30]. (4) Given the product [CH3:23][C:18]1[C:17]([C:10]2[CH:9]=[C:8]3[C:13]([C:14]4[C:2]([NH:37][C:30]5[C:31]6[C:36](=[CH:35][CH:34]=[CH:33][CH:32]=6)[N:28]([CH3:27])[N:29]=5)=[N:3][C:4]([CH:24]([CH3:26])[CH3:25])=[N:5][C:6]=4[NH:7]3)=[CH:12][C:11]=2[O:15][CH3:16])=[C:21]([CH3:22])[O:20][N:19]=1, predict the reactants needed to synthesize it. The reactants are: Cl[C:2]1[C:14]2[C:13]3[C:8](=[CH:9][C:10]([C:17]4[C:18]([CH3:23])=[N:19][O:20][C:21]=4[CH3:22])=[C:11]([O:15][CH3:16])[CH:12]=3)[NH:7][C:6]=2[N:5]=[C:4]([CH:24]([CH3:26])[CH3:25])[N:3]=1.[CH3:27][N:28]1[C:36]2[C:31](=[CH:32][CH:33]=[CH:34][CH:35]=2)[C:30]([NH2:37])=[N:29]1.C(C(O)=O)(F)(F)F. (5) Given the product [C:9]([NH:2][C@@H:3]1[CH2:8][O:7][C:5](=[O:6])[CH2:4]1)(=[O:11])[CH3:10], predict the reactants needed to synthesize it. The reactants are: Cl.[NH2:2][C@@H:3]1[CH2:8][O:7][C:5](=[O:6])[CH2:4]1.[C:9](OC(=O)C)(=[O:11])[CH3:10].C(=O)([O-])[O-].[K+].[K+]. (6) The reactants are: CO[C:3](=[O:22])[CH2:4][CH2:5][C:6]([C:20]#[N:21])([C:13]1[CH:14]=[C:15]([CH3:19])[CH:16]=[CH:17][CH:18]=1)[CH2:7][CH2:8][C:9]([O:11][CH3:12])=[O:10].CC(C)([O-])C.[K+].C(O)(=O)C. Given the product [CH3:12][O:11][C:9]([CH:8]1[CH2:7][C:6]([C:20]#[N:21])([C:13]2[CH:14]=[C:15]([CH3:19])[CH:16]=[CH:17][CH:18]=2)[CH2:5][CH2:4][C:3]1=[O:22])=[O:10], predict the reactants needed to synthesize it.